Dataset: CYP1A2 inhibition data for predicting drug metabolism from PubChem BioAssay. Task: Regression/Classification. Given a drug SMILES string, predict its absorption, distribution, metabolism, or excretion properties. Task type varies by dataset: regression for continuous measurements (e.g., permeability, clearance, half-life) or binary classification for categorical outcomes (e.g., BBB penetration, CYP inhibition). Dataset: cyp1a2_veith. (1) The compound is COC(=O)c1ccc(NC(=S)N2CCN(Cc3cccc(C)c3)CC2)cc1. The result is 0 (non-inhibitor). (2) The result is 1 (inhibitor). The molecule is Cc1ccccc1-c1cncnc1NCc1cccnc1. (3) The molecule is CCCCCCNCc1cccc(Br)c1.Cl. The result is 1 (inhibitor). (4) The molecule is O=C(O)/C(=C\c1ccc(O)cc1)c1cccc2ccccc12. The result is 0 (non-inhibitor). (5) The drug is CCC(C(=O)NC(C)(C)C)N(C(=O)Cn1nnc(-c2ccccc2F)n1)c1cccc2c1CCCC2. The result is 0 (non-inhibitor). (6) The molecule is N[C@@H](Cc1ccccc1)P(=O)(O)O. The result is 0 (non-inhibitor). (7) The compound is COC(=O)c1cc2c(ccn2-c2ccc(F)cc2)n1C(C)C. The result is 1 (inhibitor). (8) The molecule is COc1cc(C=O)ccc1OCCCOc1ccccc1C(=O)O. The result is 0 (non-inhibitor). (9) The result is 0 (non-inhibitor). The compound is CCN1C(=O)C(CC(=O)Nc2ccc(OC)cc2)N(Cc2cccnc2)C1=S.